From a dataset of Catalyst prediction with 721,799 reactions and 888 catalyst types from USPTO. Predict which catalyst facilitates the given reaction. (1) Reactant: [Cl:1][C:2]1[CH:3]=[CH:4][C:5]([C:8]2[CH:9]=[C:10]([CH:14]=[C:15]([N:17]3[C:21]([CH:22]([CH3:24])[CH3:23])=[N:20][N:19]=[N:18]3)[CH:16]=2)[C:11]([OH:13])=O)=[N:6][CH:7]=1.[CH3:25][C:26]1[N:27]=[CH:28][C:29]([CH2:32][NH2:33])=[N:30][CH:31]=1.CCN=C=NCCCN(C)C.C1C=CC2N(O)N=NC=2C=1.CCN(CC)CC. Product: [Cl:1][C:2]1[CH:3]=[CH:4][C:5]([C:8]2[CH:9]=[C:10]([CH:14]=[C:15]([N:17]3[C:21]([CH:22]([CH3:23])[CH3:24])=[N:20][N:19]=[N:18]3)[CH:16]=2)[C:11]([NH:33][CH2:32][C:29]2[CH:28]=[N:27][C:26]([CH3:25])=[CH:31][N:30]=2)=[O:13])=[N:6][CH:7]=1. The catalyst class is: 2. (2) Reactant: COC1C=CC(C[O:8][C:9]2[CH:14]=[CH:13][C:12]([C:15](=[O:35])[CH2:16][NH:17][C:18]([C@@:20]3([CH3:34])[CH2:24][O:23][C:22]([CH3:26])([CH3:25])[N:21]3[C:27]([O:29][C:30]([CH3:33])([CH3:32])[CH3:31])=[O:28])=[O:19])=[CH:11][C:10]=2[C:36]([F:39])([F:38])[F:37])=CC=1. Product: [OH:8][C:9]1[CH:14]=[CH:13][C:12]([C:15](=[O:35])[CH2:16][NH:17][C:18]([C@@:20]2([CH3:34])[CH2:24][O:23][C:22]([CH3:26])([CH3:25])[N:21]2[C:27]([O:29][C:30]([CH3:31])([CH3:32])[CH3:33])=[O:28])=[O:19])=[CH:11][C:10]=1[C:36]([F:38])([F:39])[F:37]. The catalyst class is: 19. (3) The catalyst class is: 4. Product: [F:16][C:17]1[CH:18]=[C:19]([C:20]([N:5]2[CH2:6][CH2:7][CH2:8][C@@H:3]([OH:2])[CH2:4]2)=[O:21])[CH:23]=[CH:24][C:25]=1[F:26]. Reactant: Cl.[OH:2][C@@H:3]1[CH2:8][CH2:7][CH2:6][NH:5][CH2:4]1.C(N(CC)CC)C.[F:16][C:17]1[CH:18]=[C:19]([CH:23]=[CH:24][C:25]=1[F:26])[C:20](Cl)=[O:21].Cl. (4) Reactant: [Cl:1][C:2]1[CH:7]=[C:6]([Cl:8])[CH:5]=[CH:4][C:3]=1[C:9]1[N:10]=[C:11]([CH2:28][CH3:29])[C:12]([NH:17][C@@H:18]2[C:26]3[C:21](=CC=CC=3)[CH2:20][C@@H:19]2O)=[N:13][C:14]=1[CH2:15][CH3:16].Br[C:31]1[N:32]=[C:36]([CH2:37]C)[C:31](NC2[C:31]3=[N:32]C=CC=[C:36]3[CH2:37]C2)=[N:32][C:36]=1[CH2:37]C. The catalyst class is: 276. Product: [Cl:1][C:2]1[CH:7]=[C:6]([Cl:8])[CH:5]=[CH:4][C:3]=1[C:9]1[N:10]=[C:11]([CH2:28][CH3:29])[C:12]([NH:17][CH:18]2[C:26]3=[N:32][CH:31]=[CH:36][CH:37]=[C:21]3[CH2:20][CH2:19]2)=[N:13][C:14]=1[CH2:15][CH3:16]. (5) Reactant: CC([O-])(C)C.[K+].[CH3:7][N:8]1[C:16]2[C:11](=[CH:12][CH:13]=[CH:14][CH:15]=2)[C:10]([CH3:17])=[CH:9]1.[SiH2:18]([CH2:21][CH3:22])[CH2:19][CH3:20]. Product: [CH2:19]([SiH:18]([CH2:21][CH3:22])[C:9]1[N:8]([CH3:7])[C:16]2[C:11]([C:10]=1[CH3:17])=[CH:12][CH:13]=[CH:14][CH:15]=2)[CH3:20]. The catalyst class is: 1.